Dataset: Full USPTO retrosynthesis dataset with 1.9M reactions from patents (1976-2016). Task: Predict the reactants needed to synthesize the given product. (1) Given the product [ClH:1].[ClH:1].[OH:40][C@H:38]([CH2:37][O:30][C:31]1[CH:36]=[CH:35][CH:34]=[CH:33][CH:32]=1)[CH2:39][NH:3][C@@H:4]([CH2:7][C:8]1[CH:9]=[CH:10][C:11]([O:14][C:15]2[N:16]=[CH:17][CH:18]=[CH:19][N:20]=2)=[CH:12][CH:13]=1)[CH2:5][OH:6], predict the reactants needed to synthesize it. The reactants are: [ClH:1].Cl.[NH2:3][C@@H:4]([CH2:7][C:8]1[CH:13]=[CH:12][C:11]([O:14][C:15]2[N:20]=[CH:19][CH:18]=[CH:17][N:16]=2)=[CH:10][CH:9]=1)[CH2:5][OH:6].C(N(CC)C(C)C)(C)C.[O:30]([CH2:37][C@H:38]1[O:40][CH2:39]1)[C:31]1[CH:36]=[CH:35][CH:34]=[CH:33][CH:32]=1. (2) Given the product [O:52]1[CH2:57][CH2:56][CH:55]([CH2:58][NH:59][C:15]([C:12]2[CH:11]=[C:10]([CH2:9][O:8][CH2:7][C:6]3[CH:18]=[CH:19][CH:20]=[C:4]([S:3][C:2]([F:1])([F:22])[F:21])[CH:5]=3)[O:14][N:13]=2)=[O:17])[CH2:54][CH2:53]1, predict the reactants needed to synthesize it. The reactants are: [F:1][C:2]([F:22])([F:21])[S:3][C:4]1[CH:5]=[C:6]([CH:18]=[CH:19][CH:20]=1)[CH2:7][O:8][CH2:9][C:10]1[O:14][N:13]=[C:12]([C:15]([OH:17])=O)[CH:11]=1.C(N(CC)CC)C.Cl.C(N=C=NCCCN(C)C)C.ON1C2C=CC=CC=2N=N1.[O:52]1[CH2:57][CH2:56][CH:55]([CH2:58][NH2:59])[CH2:54][CH2:53]1. (3) Given the product [NH2:1][C:2]1[O:3][CH2:4][C@:5]2([N:22]=1)[C:6]1[CH:7]=[C:8]([C:28]3[CH:29]=[N:30][CH:31]=[C:26]([C:23]#[C:24][CH3:25])[CH:27]=3)[CH:9]=[CH:10][C:11]=1[O:12][C:13]1[C:18]2=[CH:17][C:16]([C:39]#[C:38][C:36]([CH3:37])([OH:40])[CH3:35])=[CH:15][C:14]=1[F:20], predict the reactants needed to synthesize it. The reactants are: [NH2:1][C:2]1[O:3][CH2:4][C@@:5]2([N:22]=1)[C:18]1[CH:17]=[C:16](O)[CH:15]=[C:14]([F:20])[C:13]=1[O:12][C:11]1[C:6]2=[CH:7][C:8](Br)=[CH:9][CH:10]=1.[C:23]([C:26]1[CH:27]=[C:28](B(O)O)[CH:29]=[N:30][CH:31]=1)#[C:24][CH3:25].[CH3:35][C:36]([OH:40])([C:38]#[CH:39])[CH3:37]. (4) Given the product [CH2:15]([CH:11]1[C:10]([C:19]2[CH:20]=[CH:21][C:22]([OH:25])=[CH:23][CH:24]=2)=[CH:9][C:8]2[C:13](=[CH:14][C:5]([OH:4])=[CH:6][CH:7]=2)[O:12]1)[CH2:16][CH2:17][CH3:18], predict the reactants needed to synthesize it. The reactants are: C([O:4][C:5]1[CH:14]=[C:13]2[C:8]([CH:9]=[C:10]([C:19]3[CH:24]=[CH:23][C:22]([O:25]C(=O)C)=[CH:21][CH:20]=3)[CH:11]([CH2:15][CH2:16][CH2:17][CH3:18])[O:12]2)=[CH:7][CH:6]=1)(=O)C.C(O)(=O)C.O. (5) Given the product [CH:37]1([N:30]2[CH2:31][CH2:32][CH:27]([N:26]([CH3:33])[S:23]([C:20]3[CH:19]=[CH:18][C:17]([NH:16][C:12]4[N:11]=[C:10]([NH:9][C:6]5[CH:7]=[CH:8][C:3]([F:2])=[CH:4][CH:5]=5)[CH:15]=[CH:14][N:13]=4)=[CH:22][CH:21]=3)(=[O:24])=[O:25])[CH2:28][CH2:29]2)[CH2:39][CH2:38]1, predict the reactants needed to synthesize it. The reactants are: Cl.[F:2][C:3]1[CH:8]=[CH:7][C:6]([NH:9][C:10]2[CH:15]=[CH:14][N:13]=[C:12]([NH:16][C:17]3[CH:22]=[CH:21][C:20]([S:23]([N:26]([CH3:33])[CH:27]4[CH2:32][CH2:31][NH:30][CH2:29][CH2:28]4)(=[O:25])=[O:24])=[CH:19][CH:18]=3)[N:11]=2)=[CH:5][CH:4]=1.C(O[C:37]1(O[Si](C)(C)C)[CH2:39][CH2:38]1)C.C([BH3-])#N.[Na+].